Dataset: Peptide-MHC class I binding affinity with 185,985 pairs from IEDB/IMGT. Task: Regression. Given a peptide amino acid sequence and an MHC pseudo amino acid sequence, predict their binding affinity value. This is MHC class I binding data. (1) The MHC is HLA-A30:02 with pseudo-sequence HLA-A30:02. The binding affinity (normalized) is 0. The peptide sequence is VSKKEGGAMY. (2) The peptide sequence is LAPTDVKRYTT. The MHC is Mamu-A01 with pseudo-sequence Mamu-A01. The binding affinity (normalized) is 0. (3) The peptide sequence is LQAGFFLLT. The MHC is HLA-A31:01 with pseudo-sequence HLA-A31:01. The binding affinity (normalized) is 0.0617. (4) The peptide sequence is TPRDLGACI. The MHC is HLA-B51:01 with pseudo-sequence HLA-B51:01. The binding affinity (normalized) is 0.236. (5) The peptide sequence is WMQELRAGA. The MHC is HLA-B40:01 with pseudo-sequence HLA-B40:01. The binding affinity (normalized) is 0.0847.